From a dataset of Forward reaction prediction with 1.9M reactions from USPTO patents (1976-2016). Predict the product of the given reaction. (1) Given the reactants [Br:1][C:2]1[C:11]2[O:12][CH2:13][N:9]3[C:10]=2[C:5]([C:6]([CH:15]=[O:16])=[CH:7][C:8]3=[O:14])=[CH:4][CH:3]=1.CO.[BH4-].[Na+], predict the reaction product. The product is: [Br:1][C:2]1[C:11]2[O:12][CH2:13][N:9]3[C:10]=2[C:5]([C:6]([CH2:15][OH:16])=[CH:7][C:8]3=[O:14])=[CH:4][CH:3]=1. (2) Given the reactants [C:1]([C:3]1[CH:4]=[C:5]([CH:33]=[CH:34][CH:35]=1)[O:6][C:7]1[N:12]=[C:11]([O:13][C:14]2[CH:15]=[C:16]([C:25]([O:27]CC)=[O:26])[CH:17]=[C:18]([C:20]([O:22]CC)=[O:21])[CH:19]=2)[C:10]([F:30])=[C:9]([CH3:31])[C:8]=1[F:32])#[N:2].[OH-].[Li+], predict the reaction product. The product is: [C:1]([C:3]1[CH:4]=[C:5]([CH:33]=[CH:34][CH:35]=1)[O:6][C:7]1[N:12]=[C:11]([O:13][C:14]2[CH:15]=[C:16]([C:25]([OH:27])=[O:26])[CH:17]=[C:18]([C:20]([OH:22])=[O:21])[CH:19]=2)[C:10]([F:30])=[C:9]([CH3:31])[C:8]=1[F:32])#[N:2].